This data is from Full USPTO retrosynthesis dataset with 1.9M reactions from patents (1976-2016). The task is: Predict the reactants needed to synthesize the given product. (1) Given the product [CH3:1][O:2][C:3]1[C:4](=[O:27])[C:5]([CH3:26])=[C:6]([CH2:12][C:13]2[C:14]([OH:22])=[C:15]([CH:19]=[CH:20][CH:21]=2)[C:16]([OH:18])=[O:17])[C:7](=[O:11])[C:8]=1[O:9][CH3:10], predict the reactants needed to synthesize it. The reactants are: [CH3:1][O:2][C:3]1[C:4](=[O:27])[C:5]([CH3:26])=[C:6]([CH2:12][C:13]2[C:14]([O:22]C(=O)C)=[C:15]([CH:19]=[CH:20][CH:21]=2)[C:16]([OH:18])=[O:17])[C:7](=[O:11])[C:8]=1[O:9][CH3:10].C(=O)([O-])O.[Na+]. (2) Given the product [O:1]1[CH2:6][CH2:5][CH2:4][CH2:3][CH:2]1[N:7]1[C:15]2[C:10](=[CH:11][C:12]([C:16]3[N:20]=[CH:19][N:18]([C:21]([C:34]4[CH:35]=[CH:36][CH:37]=[CH:38][CH:39]=4)([C:28]4[CH:33]=[CH:32][CH:31]=[CH:30][CH:29]=4)[C:22]4[CH:23]=[CH:24][CH:25]=[CH:26][CH:27]=4)[N:17]=3)=[CH:13][CH:14]=2)[C:9]([C:40]2[CH:41]=[C:42]([C:43]([NH:60][CH2:59][C:55]3[CH:54]=[N:53][CH:58]=[CH:57][CH:56]=3)=[O:44])[CH:47]=[CH:48][CH:49]=2)=[N:8]1, predict the reactants needed to synthesize it. The reactants are: [O:1]1[CH2:6][CH2:5][CH2:4][CH2:3][CH:2]1[N:7]1[C:15]2[C:10](=[CH:11][C:12]([C:16]3[N:20]=[CH:19][N:18]([C:21]([C:34]4[CH:39]=[CH:38][CH:37]=[CH:36][CH:35]=4)([C:28]4[CH:33]=[CH:32][CH:31]=[CH:30][CH:29]=4)[C:22]4[CH:27]=[CH:26][CH:25]=[CH:24][CH:23]=4)[N:17]=3)=[CH:13][CH:14]=2)[C:9]([C:40]2[CH:41]=[C:42]([CH:47]=[CH:48][CH:49]=2)[C:43](OC)=[O:44])=[N:8]1.O.[OH-].[Li+].[N:53]1[CH:58]=[CH:57][CH:56]=[C:55]([CH2:59][NH2:60])[CH:54]=1.O.ON1C2C=CC=CC=2N=N1.Cl.CN(C)CCCN=C=NCC. (3) Given the product [Cl:1][C:2]1[C:3](=[O:15])[N:4]([CH:9]2[CH2:14][CH2:13][CH2:12][CH2:11][O:10]2)[N:5]=[CH:6][C:7]=1[O:30][C:25]1[CH:26]=[CH:27][CH:28]=[CH:29][C:24]=1[C:23]([F:22])([F:31])[F:32], predict the reactants needed to synthesize it. The reactants are: [Cl:1][C:2]1[C:3](=[O:15])[N:4]([CH:9]2[CH2:14][CH2:13][CH2:12][CH2:11][O:10]2)[N:5]=[CH:6][C:7]=1Cl.C(=O)([O-])[O-].[K+].[K+].[F:22][C:23]([F:32])([F:31])[C:24]1[CH:29]=[CH:28][CH:27]=[CH:26][C:25]=1[OH:30]. (4) Given the product [Cl:2][C:3]1[CH:23]=[CH:22][C:6]([C:7]([N:9]2[CH2:14][CH2:13][NH:12][CH2:11][CH2:10]2)=[O:8])=[CH:5][C:4]=1[N:24]([CH3:50])[C:25]([C:27]1[S:49][C:30]2[C:31]3[CH:39]=[CH:38][C:37]([C:40]([NH:41][CH2:42][CH2:43][S:44]([CH3:47])(=[O:45])=[O:46])=[O:48])=[CH:36][C:32]=3[O:33][CH2:34][CH2:35][C:29]=2[CH:28]=1)=[O:26], predict the reactants needed to synthesize it. The reactants are: Cl.[Cl:2][C:3]1[CH:23]=[CH:22][C:6]([C:7]([N:9]2[CH2:14][CH2:13][N:12](C(OC(C)(C)C)=O)[CH2:11][CH2:10]2)=[O:8])=[CH:5][C:4]=1[N:24]([CH3:50])[C:25]([C:27]1[S:49][C:30]2[C:31]3[CH:39]=[CH:38][C:37]([C:40](=[O:48])[NH:41][CH2:42][CH2:43][S:44]([CH3:47])(=[O:46])=[O:45])=[CH:36][C:32]=3[O:33][CH2:34][CH2:35][C:29]=2[CH:28]=1)=[O:26]. (5) Given the product [Cl:31][C:7]1[CH:8]=[CH:9][C:4]([O:3][P:1]([NH:32][C@@H:33]([CH3:44])[C:34]([O:36][CH2:37][C:38]2[CH:43]=[CH:42][CH:41]=[CH:40][CH:39]=2)=[O:35])([O:19][C:18]2[C:13]([F:12])=[C:14]([F:23])[C:15]([F:22])=[C:16]([F:21])[C:17]=2[F:20])=[O:2])=[CH:5][CH:6]=1, predict the reactants needed to synthesize it. The reactants are: [P:1](Cl)(Cl)([O:3][C:4]1[CH:9]=[CH:8][CH:7]=[CH:6][CH:5]=1)=[O:2].[F:12][C:13]1[C:18]([OH:19])=[C:17]([F:20])[C:16]([F:21])=[C:15]([F:22])[C:14]=1[F:23].CCN(CC)CC.[ClH:31].[NH2:32][C@@H:33]([CH3:44])[C:34]([O:36][CH2:37][C:38]1[CH:43]=[CH:42][CH:41]=[CH:40][CH:39]=1)=[O:35].